This data is from Forward reaction prediction with 1.9M reactions from USPTO patents (1976-2016). The task is: Predict the product of the given reaction. (1) Given the reactants C([O:8][C:9]1[CH:14]=[CH:13][C:12]([C:15]2[NH:16][C:17](=[O:31])[C:18]3[C:23]([CH:24]4[CH2:29][CH2:28][CH2:27][CH2:26][CH2:25]4)=[N:22][N:21]([CH3:30])[C:19]=3[N:20]=2)=[C:11]([O:32][CH3:33])[CH:10]=1)C1C=CC=CC=1.[H][H], predict the reaction product. The product is: [CH:24]1([C:23]2[C:18]3[C:17](=[O:31])[NH:16][C:15]([C:12]4[CH:13]=[CH:14][C:9]([OH:8])=[CH:10][C:11]=4[O:32][CH3:33])=[N:20][C:19]=3[N:21]([CH3:30])[N:22]=2)[CH2:25][CH2:26][CH2:27][CH2:28][CH2:29]1. (2) Given the reactants Br[CH2:2][CH2:3][O:4][CH2:5][CH2:6][O:7][CH3:8].[Br:9][C:10]1[CH:22]=[CH:21][C:20]2[C:19]3[C:14](=[CH:15][CH:16]=[CH:17][CH:18]=3)[CH2:13][C:12]=2[CH:11]=1, predict the reaction product. The product is: [Br:9][C:10]1[CH:22]=[CH:21][C:20]2[C:19]3[C:14](=[CH:15][CH:16]=[CH:17][CH:18]=3)[C:13]([CH2:2][CH2:3][O:4][CH2:5][CH2:6][O:7][CH3:8])([CH2:2][CH2:3][O:4][CH2:5][CH2:6][O:7][CH3:8])[C:12]=2[CH:11]=1. (3) Given the reactants [S:1]1[CH:5]=[CH:4][C:3]2[CH:6]=[CH:7][CH:8]=[CH:9][C:2]1=2.[Li]C(C)(C)C.[CH3:15][N:16]([CH3:25])[C:17]1[CH:24]=[CH:23][C:20]([CH:21]=[O:22])=[CH:19][CH:18]=1, predict the reaction product. The product is: [S:1]1[C:5]([CH:21]([OH:22])[C:20]2[CH:19]=[CH:18][C:17]([N:16]([CH3:15])[CH3:25])=[CH:24][CH:23]=2)=[CH:4][C:3]2[CH:6]=[CH:7][CH:8]=[CH:9][C:2]1=2.